From a dataset of Forward reaction prediction with 1.9M reactions from USPTO patents (1976-2016). Predict the product of the given reaction. (1) Given the reactants [Li+].[CH3:2]C([N-]C(C)C)C.C1([CH:15]2[C:23]3[C:18](=[CH:19][CH:20]=[CH:21][CH:22]=3)[C:17](=[O:24])[CH2:16]2)C=CC=CC=1.IC, predict the reaction product. The product is: [CH3:2][CH:16]1[CH2:15][C:23]2[C:18](=[CH:19][CH:20]=[CH:21][CH:22]=2)[C:17]1=[O:24]. (2) Given the reactants [CH3:1][C:2]1[N:3]([C:8]2[CH:12]=[CH:11][N:10]([CH3:13])[N:9]=2)[C:4]([CH3:7])=[CH:5][CH:6]=1.C([Li])CCC.Br[CH2:20][CH:21]=[C:22]([CH3:24])[CH3:23].[Cl-].[NH4+], predict the reaction product. The product is: [CH3:7][C:4]1[N:3]([C:8]2[CH:12]=[C:11]([CH2:20][CH:21]=[C:22]([CH3:24])[CH3:23])[N:10]([CH3:13])[N:9]=2)[C:2]([CH3:1])=[CH:6][CH:5]=1. (3) Given the reactants [NH2:1][C:2]1[CH:3]=[CH:4][C:5]([N+:10]([O-:12])=[O:11])=[C:6]([CH2:8][OH:9])[CH:7]=1.[C:13](Cl)(=[O:17])[C:14]([CH3:16])=[CH2:15], predict the reaction product. The product is: [OH:9][CH2:8][C:6]1[CH:7]=[C:2]([NH:1][C:13](=[O:17])[C:14]([CH3:16])=[CH2:15])[CH:3]=[CH:4][C:5]=1[N+:10]([O-:12])=[O:11]. (4) The product is: [CH3:9][O:8][C:6]1[CH:5]=[CH:4][N:3]=[C:2]([NH:10][C:11]2[CH:16]=[CH:15][CH:14]=[CH:13][CH:12]=2)[N:7]=1. Given the reactants Cl[C:2]1[N:7]=[C:6]([O:8][CH3:9])[CH:5]=[CH:4][N:3]=1.[NH2:10][C:11]1[CH:16]=[CH:15][CH:14]=[CH:13][CH:12]=1.CCN(C(C)C)C(C)C, predict the reaction product. (5) Given the reactants [NH2:1][C:2]1[C:3]([CH3:10])=[C:4]([CH2:8][OH:9])[CH:5]=[CH:6][CH:7]=1.[C:11](O[C:11]([O:13][C:14]([CH3:17])([CH3:16])[CH3:15])=[O:12])([O:13][C:14]([CH3:17])([CH3:16])[CH3:15])=[O:12].C(N(CC)CC)C, predict the reaction product. The product is: [OH:9][CH2:8][C:4]1[C:3]([CH3:10])=[C:2]([NH:1][C:11](=[O:12])[O:13][C:14]([CH3:17])([CH3:16])[CH3:15])[CH:7]=[CH:6][CH:5]=1. (6) Given the reactants Br[C:2]1[CH:7]=[CH:6][C:5]([C:8]2([C:21]3[CH:26]=[CH:25][CH:24]=[CH:23][CH:22]=3)[C:20]3[CH:19]=[CH:18][CH:17]=[CH:16][C:15]=3[C:14]3[C:9]2=[CH:10][CH:11]=[CH:12][CH:13]=3)=[CH:4][CH:3]=1.CC(C)([O-])C.[Na+].[CH3:33][C:34]1[CH:35]=[C:36]([CH:38]=[C:39]([CH3:41])[CH:40]=1)[NH2:37].C(P(C(C)(C)C)C(C)(C)C)(C)(C)C, predict the reaction product. The product is: [CH3:33][C:34]1[CH:35]=[C:36]([NH:37][C:2]2[CH:7]=[CH:6][C:5]([C:8]3([C:21]4[CH:26]=[CH:25][CH:24]=[CH:23][CH:22]=4)[C:20]4[CH:19]=[CH:18][CH:17]=[CH:16][C:15]=4[C:14]4[C:9]3=[CH:10][CH:11]=[CH:12][CH:13]=4)=[CH:4][CH:3]=2)[CH:38]=[C:39]([CH3:41])[CH:40]=1. (7) Given the reactants [Cl:1][C:2]1[CH:3]=[CH:4][C:5]([C:10]2[C@@H:15]([O:16][C:17](=[O:22])[C:18]([CH3:21])([CH3:20])[CH3:19])[CH2:14][N:13](C(OC(C)(C)C)=O)[CH2:12][CH:11]=2)=[N:6][C:7]=1[O:8][CH3:9].Cl.O1CCOCC1, predict the reaction product. The product is: [C:17]([O:16][C@@H:15]1[C:10]([C:5]2[CH:4]=[CH:3][C:2]([Cl:1])=[C:7]([O:8][CH3:9])[N:6]=2)=[CH:11][CH2:12][NH:13][CH2:14]1)(=[O:22])[C:18]([CH3:21])([CH3:20])[CH3:19]. (8) Given the reactants [Br:1][C:2]1[CH:7]=[CH:6][C:5]([NH:8][C:9](=[O:12])[CH2:10]Cl)=[CH:4][CH:3]=1.C([O-])([O-])=O.[K+].[K+].[C:19]1([CH:26]=[CH:25][C:23]([OH:24])=[CH:22][CH:21]=1)[OH:20], predict the reaction product. The product is: [Br:1][C:2]1[CH:7]=[CH:6][C:5]([NH:8][C:9](=[O:12])[CH2:10][O:20][C:19]2[CH:26]=[CH:25][C:23]([OH:24])=[CH:22][CH:21]=2)=[CH:4][CH:3]=1. (9) The product is: [CH2:69]([CH:60]1[CH2:59][C:58]2[S:57][C:56]3[C:65](=[CH:66][CH:67]=[C:54]([N:71]4[CH2:76][CH2:75][CH2:74][CH2:73][CH2:72]4)[CH:55]=3)[C:64](=[O:68])[C:63]=2[CH2:62][CH2:61]1)[CH3:70]. Given the reactants C1(P(C2C=CC=CC=2)C2(P(C3C=CC=CC=3)C3C=CC=CC=3)CC=C3C(C=CC=C3)=C2C2C3C(=CC=CC=3)C=CC=2)C=CC=CC=1.CC(C)([O-])C.[Na+].Br[C:54]1[CH:55]=[C:56]2[C:65](=[CH:66][CH:67]=1)[C:64](=[O:68])[C:63]1[CH2:62][CH2:61][CH:60]([CH2:69][CH3:70])[CH2:59][C:58]=1[S:57]2.[NH:71]1[CH2:76][CH2:75][CH2:74][CH2:73][CH2:72]1, predict the reaction product. (10) Given the reactants [CH:1]1([CH2:4][CH2:5][OH:6])[CH2:3][CH2:2]1.Cl[S:8]([N:11]=C=O)(=[O:10])=[O:9].C(O)=O.CCN(CC)CC, predict the reaction product. The product is: [S:8](=[O:10])(=[O:9])([O:6][CH2:5][CH2:4][CH:1]1[CH2:3][CH2:2]1)[NH2:11].